This data is from Catalyst prediction with 721,799 reactions and 888 catalyst types from USPTO. The task is: Predict which catalyst facilitates the given reaction. (1) Reactant: C([C@H]1COC(=O)N1[C:14](=[O:33])[C@H:15]([C:25]1[CH:30]=[CH:29][C:28]([Br:31])=[CH:27][C:26]=1[CH3:32])[CH2:16][O:17][CH2:18][C:19]1[CH:24]=[CH:23][CH:22]=[CH:21][CH:20]=1)C1C=CC=CC=1.[Li].[Li+].[O-:36][O-]. Product: [CH2:18]([O:17][CH2:16][C@@H:15]([C:25]1[CH:30]=[CH:29][C:28]([Br:31])=[CH:27][C:26]=1[CH3:32])[C:14]([OH:33])=[O:36])[C:19]1[CH:20]=[CH:21][CH:22]=[CH:23][CH:24]=1. The catalyst class is: 20. (2) Reactant: [NH2:1][C:2]1[CH:14]=[CH:13][C:5]([C:6]([O:8][C:9]([CH3:12])([CH3:11])[CH3:10])=[O:7])=[CH:4][CH:3]=1.C(N(CC)CC)C.[Br:22][CH2:23][CH2:24][CH2:25][CH2:26][CH2:27][CH2:28][CH2:29][C:30](Cl)=[O:31].O. Product: [Br:22][CH2:23][CH2:24][CH2:25][CH2:26][CH2:27][CH2:28][CH2:29][C:30]([NH:1][C:2]1[CH:14]=[CH:13][C:5]([C:6]([O:8][C:9]([CH3:10])([CH3:11])[CH3:12])=[O:7])=[CH:4][CH:3]=1)=[O:31]. The catalyst class is: 4.